This data is from Forward reaction prediction with 1.9M reactions from USPTO patents (1976-2016). The task is: Predict the product of the given reaction. (1) Given the reactants C([O-])(=O)C.[Cs+].F[C:7](F)(F)[C:8]1[CH:13]=[CH:12][C:11](P([C:11]2[CH:12]=[CH:13][C:8]([C:7](F)(F)F)=[CH:9][CH:10]=2)[C:11]2[CH:12]=[CH:13][C:8]([C:7](F)(F)F)=[CH:9][CH:10]=2)=[CH:10][CH:9]=1.[N:37]1[CH:38]=[N:39][N:40]2[CH:45]=[C:44]([C:46]3[O:47][C:48]4([CH2:56][CH2:55][CH:54]([O:57][Si](C(C)(C)C)(C)C)[CH2:53][CH2:52]4)[C:49](=[O:51])[CH:50]=3)[CH:43]=[CH:42][C:41]=12.IC1C=C(C)C=CC=1, predict the reaction product. The product is: [N:37]1[CH:38]=[N:39][N:40]2[CH:45]=[C:44]([C:46]3[O:47][C:48]4([CH2:56][CH2:55][CH:54]([OH:57])[CH2:53][CH2:52]4)[C:49](=[O:51])[C:50]=3[C:10]3[CH:9]=[C:8]([CH3:7])[CH:13]=[CH:12][CH:11]=3)[CH:43]=[CH:42][C:41]=12. (2) Given the reactants Br[C:2]1[CH:3]=[N:4][C:5]([N:8]2[CH2:13][CH2:12][CH:11]([O:14][CH:15]3[CH2:20][CH2:19][CH2:18][CH2:17][CH2:16]3)[CH2:10][CH2:9]2)=[N:6][CH:7]=1.COCCOC.[C:27]([C:29]1[CH:34]=[CH:33][C:32](B(O)O)=[CH:31][CH:30]=1)#[N:28].C(=O)([O-])[O-].[Na+].[Na+], predict the reaction product. The product is: [CH:15]1([O:14][CH:11]2[CH2:12][CH2:13][N:8]([C:5]3[N:4]=[CH:3][C:2]([C:32]4[CH:33]=[CH:34][C:29]([C:27]#[N:28])=[CH:30][CH:31]=4)=[CH:7][N:6]=3)[CH2:9][CH2:10]2)[CH2:20][CH2:19][CH2:18][CH2:17][CH2:16]1. (3) Given the reactants Cl.C([C:4]1[CH:11]=[CH:10][C:7]([CH2:8]N)=[CH:6][CH:5]=1)#N.Cl.[C:13]([C:16]1C=CC(CN)=CC=1)(O)=O.C#CCN1C=CN=N1, predict the reaction product. The product is: [C:7]1([CH2:8][C:13]#[CH:16])[CH:6]=[CH:5][CH:4]=[CH:11][CH:10]=1. (4) Given the reactants [CH3:1][C:2]([CH3:20])=[CH:3][CH2:4][C:5]([C:14]1[CH:19]=[CH:18][CH:17]=[CH:16][CH:15]=1)([C:8]1[CH:13]=[CH:12][CH:11]=[CH:10][CH:9]=1)[CH2:6][NH2:7].C(N(CC)CC)C.[CH3:28][C:29]([O:32][C:33](O[C:33]([O:32][C:29]([CH3:31])([CH3:30])[CH3:28])=[O:34])=[O:34])([CH3:31])[CH3:30].[Cl-].[NH4+], predict the reaction product. The product is: [CH3:1][C:2]([CH3:20])=[CH:3][CH2:4][C:5]([C:14]1[CH:19]=[CH:18][CH:17]=[CH:16][CH:15]=1)([C:8]1[CH:9]=[CH:10][CH:11]=[CH:12][CH:13]=1)[CH2:6][NH:7][C:33](=[O:34])[O:32][C:29]([CH3:31])([CH3:30])[CH3:28]. (5) Given the reactants [Cl:1][C:2]1[CH:9]=[CH:8][C:5]([CH:6]=[CH2:7])=[CH:4][CH:3]=1.[CH2:10]([O:12][C:13](=[O:17])[CH:14]=[N+]=[N-])[CH3:11], predict the reaction product. The product is: [CH2:10]([O:12][C:13]([CH:14]1[CH2:7][CH:6]1[C:5]1[CH:8]=[CH:9][C:2]([Cl:1])=[CH:3][CH:4]=1)=[O:17])[CH3:11]. (6) Given the reactants [OH:1][N:2]=[C:3]([NH2:26])[CH2:4][N:5]1[C:13]2[C:8](=[CH:9][CH:10]=[CH:11][CH:12]=2)[C:7]2([C:17]3=[CH:18][C:19]4[O:23][CH2:22][O:21][C:20]=4[CH:24]=[C:16]3[O:15][CH2:14]2)[C:6]1=[O:25].C(N(C(C)C)CC)(C)C.[F:36][C:37]([F:48])([F:47])[C:38](O[C:38](=O)[C:37]([F:48])([F:47])[F:36])=O, predict the reaction product. The product is: [F:36][C:37]([F:48])([F:47])[C:38]1[O:1][N:2]=[C:3]([CH2:4][N:5]2[C:13]3[C:8](=[CH:9][CH:10]=[CH:11][CH:12]=3)[C:7]3([C:17]4=[CH:18][C:19]5[O:23][CH2:22][O:21][C:20]=5[CH:24]=[C:16]4[O:15][CH2:14]3)[C:6]2=[O:25])[N:26]=1. (7) Given the reactants C12CC(CC1)C=C2B(O)O.[F:11][C:12]1[CH:13]=[CH:14][C:15]([C:26]2[CH2:27][CH2:28][N:29]([C:31]([O:33][C:34]([CH3:37])([CH3:36])[CH3:35])=[O:32])[CH:30]=2)=[N:16][C:17]=1[CH2:18][NH:19][C@H:20]([CH:23]([CH3:25])[CH3:24])[CH2:21][OH:22], predict the reaction product. The product is: [F:11][C:12]1[CH:13]=[CH:14][C:15]([C:26]2[CH2:27][CH2:28][N:29]([C:31]([O:33][C:34]([CH3:36])([CH3:35])[CH3:37])=[O:32])[CH:30]=2)=[N:16][C:17]=1[CH2:18][NH:19][C@H:20]([CH:23]([CH3:25])[CH3:24])[CH2:21][OH:22].[F:11][C:12]1[CH:13]=[CH:14][C:15]([CH:26]2[CH2:27][CH2:28][N:29]([C:31]([O:33][C:34]([CH3:36])([CH3:35])[CH3:37])=[O:32])[CH2:30]2)=[N:16][C:17]=1[CH2:18][NH:19][C@H:20]([CH:23]([CH3:25])[CH3:24])[CH2:21][OH:22]. (8) Given the reactants P([O-])([O-])([O-])=O.[K+].[K+].[K+].[CH2:9]([CH2:16][C:17](=[O:19])[CH3:18])[C:10]1[CH:15]=[CH:14][CH:13]=[CH:12][CH:11]=1.[CH3:20][CH:21]([NH2:28])[C:22]1[CH:27]=[CH:26][CH:25]=[CH:24][CH:23]=1, predict the reaction product. The product is: [C:10]1([CH2:9][CH2:16][CH:17]([NH2:28])[CH3:18])[CH:15]=[CH:14][CH:13]=[CH:12][CH:11]=1.[C:21]([C:22]1[CH:27]=[CH:26][CH:25]=[CH:24][CH:23]=1)(=[O:19])[CH3:20]. (9) Given the reactants [Cl:1][C:2]1[N:7]=[C:6]([NH:8][CH:9]2[CH2:13][CH2:12][CH2:11][CH2:10]2)[C:5]([C:14]#[C:15][CH2:16][OH:17])=[CH:4][N:3]=1.[F-].C([N+](CCCC)(CCCC)CCCC)CCC, predict the reaction product. The product is: [Cl:1][C:2]1[N:3]=[CH:4][C:5]2[CH:14]=[C:15]([CH2:16][OH:17])[N:8]([CH:9]3[CH2:13][CH2:12][CH2:11][CH2:10]3)[C:6]=2[N:7]=1. (10) The product is: [NH:1]([C:23]([O:25][C:26]([CH3:29])([CH3:27])[CH3:28])=[O:24])[C@H:2]([C:13]([N:15]1[CH2:22][CH2:21][CH2:20][C@H:16]1[C:17]([NH:47][C@H:48]([C:70]([NH2:72])=[O:71])[CH2:49][S:50][C:51]([C:52]1[CH:57]=[CH:56][CH:55]=[CH:54][CH:53]=1)([C:64]1[CH:65]=[CH:66][CH:67]=[CH:68][CH:69]=1)[C:58]1[CH:59]=[CH:60][CH:61]=[CH:62][CH:63]=1)=[O:18])=[O:14])[CH2:3][C:4]1[C:12]2[C:7](=[CH:8][CH:9]=[CH:10][CH:11]=2)[NH:6][CH:5]=1. Given the reactants [NH:1]([C:23]([O:25][C:26]([CH3:29])([CH3:28])[CH3:27])=[O:24])[C@H:2]([C:13]([N:15]1[CH2:22][CH2:21][CH2:20][C@H:16]1[C:17](O)=[O:18])=[O:14])[CH2:3][C:4]1[C:12]2[C:7](=[CH:8][CH:9]=[CH:10][CH:11]=2)[NH:6][CH:5]=1.C(N(CC)CC)C.C1C=CC2N(O)N=NC=2C=1.[NH2:47][C@H:48]([C:70]([NH2:72])=[O:71])[CH2:49][S:50][C:51]([C:64]1[CH:69]=[CH:68][CH:67]=[CH:66][CH:65]=1)([C:58]1[CH:63]=[CH:62][CH:61]=[CH:60][CH:59]=1)[C:52]1[CH:57]=[CH:56][CH:55]=[CH:54][CH:53]=1, predict the reaction product.